Predict the product of the given reaction. From a dataset of Forward reaction prediction with 1.9M reactions from USPTO patents (1976-2016). (1) Given the reactants [C:1]([O:5][C:6]([N:8]1[C:16]2[C:11](=[CH:12][C:13](Br)=[CH:14][CH:15]=2)[CH:10]=[N:9]1)=[O:7])([CH3:4])([CH3:3])[CH3:2].[F:18][C:19]1[CH:26]=[C:25](C2OC(C)(C)C(C)(C)O2)[CH:24]=[CH:23][C:20]=1[CH:21]=[O:22].C(Cl)Cl.C(=O)([O-])[O-].[Cs+].[Cs+].O, predict the reaction product. The product is: [C:1]([O:5][C:6]([N:8]1[C:16]2[C:11](=[CH:12][C:13]([C:24]3[CH:25]=[CH:26][C:19]([F:18])=[C:20]([CH:21]=[O:22])[CH:23]=3)=[CH:14][CH:15]=2)[CH:10]=[N:9]1)=[O:7])([CH3:4])([CH3:3])[CH3:2]. (2) The product is: [CH:22]1([N:4]([CH:1]2[CH2:3][CH2:2]2)[CH2:5][CH2:6][CH2:7][NH:8][C:9]2[CH:14]=[CH:13][C:12]([S:15]([NH2:18])(=[O:16])=[O:17])=[CH:11][C:10]=2[N+:19]([O-:21])=[O:20])[CH2:25][CH2:24][CH2:23]1. Given the reactants [CH:1]1([NH:4][CH2:5][CH2:6][CH2:7][NH:8][C:9]2[CH:14]=[CH:13][C:12]([S:15]([NH2:18])(=[O:17])=[O:16])=[CH:11][C:10]=2[N+:19]([O-:21])=[O:20])[CH2:3][CH2:2]1.[C:22]1(=O)[CH2:25][CH2:24][CH2:23]1.C(O[BH-](OC(=O)C)OC(=O)C)(=O)C.[Na+], predict the reaction product. (3) Given the reactants [Cl:1][C:2]1[C:7]([Cl:8])=[CH:6][CH:5]=[CH:4][C:3]=1[CH2:9][OH:10].Cl[C:12]1[N:13]=[C:14]([OH:28])[C:15]2[CH:21]=[CH:20][N:19]=[C:18]([C:22]3[N:23]=[CH:24][N:25]([CH3:27])[CH:26]=3)[C:16]=2[N:17]=1, predict the reaction product. The product is: [Cl:1][C:2]1[C:7]([Cl:8])=[CH:6][CH:5]=[CH:4][C:3]=1[CH2:9][O:10][C:12]1[N:13]=[C:14]([OH:28])[C:15]2[CH:21]=[CH:20][N:19]=[C:18]([C:22]3[N:23]=[CH:24][N:25]([CH3:27])[CH:26]=3)[C:16]=2[N:17]=1. (4) Given the reactants [H-].[Na+].[Cl:3][C:4]1[N:9]=[C:8]([CH3:10])[N:7]=[C:6]([NH:11][CH2:12][C:13]2[CH:18]=[CH:17][C:16]([O:19][CH3:20])=[CH:15][CH:14]=2)[CH:5]=1.Cl[CH2:22][C:23]1[CH:28]=[CH:27][C:26]([O:29][CH3:30])=[CH:25][CH:24]=1.O, predict the reaction product. The product is: [Cl:3][C:4]1[N:9]=[C:8]([CH3:10])[N:7]=[C:6]([N:11]([CH2:22][C:23]2[CH:28]=[CH:27][C:26]([O:29][CH3:30])=[CH:25][CH:24]=2)[CH2:12][C:13]2[CH:18]=[CH:17][C:16]([O:19][CH3:20])=[CH:15][CH:14]=2)[CH:5]=1. (5) Given the reactants [C:1]1(=[O:10])[C:9]2[C:4](=[CH:5][CH:6]=[CH:7][CH:8]=2)[CH2:3][NH:2]1.C(=O)([O-])[O-].[Cs+].[Cs+].[CH2:17]([O:24][C:25]1[CH:30]=[CH:29][C:28]([CH2:31]CCl)=[CH:27][CH:26]=1)[C:18]1[CH:23]=[CH:22][CH:21]=[CH:20][CH:19]=1, predict the reaction product. The product is: [CH2:17]([O:24][C:25]1[CH:26]=[CH:27][C:28]([CH2:31][N:2]2[CH2:3][C:4]3[C:9](=[CH:8][CH:7]=[CH:6][CH:5]=3)[C:1]2=[O:10])=[CH:29][CH:30]=1)[C:18]1[CH:19]=[CH:20][CH:21]=[CH:22][CH:23]=1. (6) Given the reactants [NH:1]([CH2:5][CH2:6][OH:7])[CH2:2][CH2:3][OH:4].N1C=CC=CC=1.[CH3:14][O:15][C:16]1[CH:21]=[CH:20][C:19]([S:22](Cl)(=[O:24])=[O:23])=[CH:18][CH:17]=1.O, predict the reaction product. The product is: [OH:4][CH2:3][CH2:2][N:1]([CH2:5][CH2:6][OH:7])[S:22]([C:19]1[CH:18]=[CH:17][C:16]([O:15][CH3:14])=[CH:21][CH:20]=1)(=[O:24])=[O:23]. (7) The product is: [CH2:1]([O:8][C:9]1[CH:14]=[CH:13][C:12]([CH2:15][C:16]([NH:32][NH2:33])=[O:17])=[CH:11][CH:10]=1)[C:2]1[CH:7]=[CH:6][CH:5]=[CH:4][CH:3]=1. Given the reactants [CH2:1]([O:8][C:9]1[CH:14]=[CH:13][C:12]([CH2:15][C:16](Cl)=[O:17])=[CH:11][CH:10]=1)[C:2]1[CH:7]=[CH:6][CH:5]=[CH:4][CH:3]=1.C1COCC1.C(N(CC)CC)C.O.[NH2:32][NH2:33], predict the reaction product.